This data is from Peptide-MHC class I binding affinity with 185,985 pairs from IEDB/IMGT. The task is: Regression. Given a peptide amino acid sequence and an MHC pseudo amino acid sequence, predict their binding affinity value. This is MHC class I binding data. The peptide sequence is QRSDSSLVD. The MHC is H-2-Db with pseudo-sequence H-2-Db. The binding affinity (normalized) is 0.